This data is from Peptide-MHC class I binding affinity with 185,985 pairs from IEDB/IMGT. The task is: Regression. Given a peptide amino acid sequence and an MHC pseudo amino acid sequence, predict their binding affinity value. This is MHC class I binding data. (1) The peptide sequence is QPRAPIRPI. The MHC is HLA-A30:02 with pseudo-sequence HLA-A30:02. The binding affinity (normalized) is 0. (2) The peptide sequence is GYKNVRITF. The MHC is HLA-A29:02 with pseudo-sequence HLA-A29:02. The binding affinity (normalized) is 0.241. (3) The peptide sequence is LFCASDAKAY. The MHC is HLA-A02:02 with pseudo-sequence HLA-A02:02. The binding affinity (normalized) is 0. (4) The peptide sequence is SLQTIASKK. The MHC is H-2-Dd with pseudo-sequence H-2-Dd. The binding affinity (normalized) is 0. (5) The peptide sequence is AGSYRDWSY. The MHC is HLA-A23:01 with pseudo-sequence HLA-A23:01. The binding affinity (normalized) is 0.0354. (6) The binding affinity (normalized) is 0.0847. The peptide sequence is IQVNKGVAY. The MHC is HLA-A69:01 with pseudo-sequence HLA-A69:01. (7) The peptide sequence is AYISSEATTPY. The MHC is Patr-A0901 with pseudo-sequence Patr-A0901. The binding affinity (normalized) is 0.202. (8) The peptide sequence is ILKERKQAL. The MHC is HLA-B08:02 with pseudo-sequence HLA-B08:02. The binding affinity (normalized) is 0.317. (9) The peptide sequence is SAVIDALPR. The MHC is HLA-A11:01 with pseudo-sequence HLA-A11:01. The binding affinity (normalized) is 0.501.